From a dataset of Full USPTO retrosynthesis dataset with 1.9M reactions from patents (1976-2016). Predict the reactants needed to synthesize the given product. (1) Given the product [CH:24]1([C:2]2[CH:3]=[C:4]([NH:13][C:14]3[N:19]=[C:18]([C:20]([F:23])([F:22])[F:21])[CH:17]=[CH:16][N:15]=3)[CH:5]=[C:6]([C:8]3[S:12][CH:11]=[N:10][CH:9]=3)[CH:7]=2)[CH2:26][CH2:25]1, predict the reactants needed to synthesize it. The reactants are: Br[C:2]1[CH:3]=[C:4]([NH:13][C:14]2[N:19]=[C:18]([C:20]([F:23])([F:22])[F:21])[CH:17]=[CH:16][N:15]=2)[CH:5]=[C:6]([C:8]2[S:12][CH:11]=[N:10][CH:9]=2)[CH:7]=1.[CH:24]1(B(O)O)[CH2:26][CH2:25]1.P([O-])([O-])([O-])=O.[K+].[K+].[K+].C1(P(C2CCCCC2)C2CCCCC2)CCCCC1. (2) Given the product [S:9]([N:7]1[CH:8]=[C:4]([NH2:1])[CH:5]=[N:6]1)([C:12]1[CH:18]=[CH:17][C:15]([CH3:16])=[CH:14][CH:13]=1)(=[O:11])=[O:10], predict the reactants needed to synthesize it. The reactants are: [N+:1]([C:4]1[CH:5]=[N:6][N:7]([S:9]([C:12]2[CH:18]=[CH:17][C:15]([CH3:16])=[CH:14][CH:13]=2)(=[O:11])=[O:10])[CH:8]=1)([O-])=O.[H][H]. (3) The reactants are: C(O[BH-](OC(=O)C)OC(=O)C)(=O)C.[Na+].[C:15]([O:19][C:20]([N:22]1[CH2:27][CH2:26][C:25](=O)[CH2:24][CH:23]1[CH3:29])=[O:21])([CH3:18])([CH3:17])[CH3:16].[CH:30]1([NH2:33])[CH2:32][CH2:31]1.C(O)(=O)C. Given the product [C:15]([O:19][C:20]([N:22]1[CH2:27][CH2:26][CH:25]([NH:33][CH:30]2[CH2:32][CH2:31]2)[CH2:24][CH:23]1[CH3:29])=[O:21])([CH3:18])([CH3:17])[CH3:16], predict the reactants needed to synthesize it. (4) Given the product [NH2:11][C:10]1[CH:9]=[CH:31][C:32]([C:19](=[O:21])[CH2:18][C:17]([O:16][CH2:14][CH3:15])=[O:22])=[C:33]([O:34][CH3:35])[CH:26]=1, predict the reactants needed to synthesize it. The reactants are: C1N=CN(C(N2C=[N:11][CH:10]=[CH:9]2)=O)C=1.[K+].[CH2:14]([O:16][C:17](=[O:22])[CH2:18][C:19]([O-:21])=O)[CH3:15].[Mg+2].[Cl-].[Cl-].[CH3:26]COCC.[CH2:31]1[CH2:35][O:34][CH2:33][CH2:32]1. (5) Given the product [CH3:1][NH:2][C:3]1[CH:4]=[C:5]([C:12]2[S:30][C:29]([NH2:31])=[N:28][C:13]=2[C:15]2[CH:20]=[CH:19][CH:18]=[C:17]([CH3:21])[N:16]=2)[CH:6]=[CH:7][C:8]=1[N+:9]([O-:11])=[O:10], predict the reactants needed to synthesize it. The reactants are: [CH3:1][NH:2][C:3]1[CH:4]=[C:5]([CH2:12][C:13]([C:15]2[CH:20]=[CH:19][CH:18]=[C:17]([CH3:21])[N:16]=2)=O)[CH:6]=[CH:7][C:8]=1[N+:9]([O-:11])=[O:10].[NH+]1C=CC=CC=1.[NH2:28][C:29]([NH2:31])=[S:30]. (6) Given the product [C:40](=[O:56])([O:49][CH:50]([O:52][N+:53]([O-:55])=[O:54])[CH3:51])[O:41][CH:42]1[CH2:47][CH2:46][CH:45]([NH:48][C:32](=[O:38])[C@H:33]([CH:35]([CH3:37])[CH3:36])[CH2:34][C@H:30]([OH:31])[C@@H:8]([NH2:7])[CH2:9][C@H:10]([CH2:14][C:15]2[CH:23]=[C:22]3[C:18]([C:19]([CH3:29])=[N:20][N:21]3[CH2:24][CH2:25][CH2:26][O:27][CH3:28])=[CH:17][CH:16]=2)[CH:11]([CH3:12])[CH3:13])[CH2:44][CH2:43]1, predict the reactants needed to synthesize it. The reactants are: C(OC(=O)[NH:7][C@H:8]([C@@H:30]1[CH2:34][C@@H:33]([CH:35]([CH3:37])[CH3:36])[C:32](=[O:38])[O:31]1)[CH2:9][C@H:10]([CH2:14][C:15]1[CH:23]=[C:22]2[C:18]([C:19]([CH3:29])=[N:20][N:21]2[CH2:24][CH2:25][CH2:26][O:27][CH3:28])=[CH:17][CH:16]=1)[CH:11]([CH3:13])[CH3:12])(C)(C)C.[C:40](=[O:56])([O:49][CH:50]([O:52][N+:53]([O-:55])=[O:54])[CH3:51])[O:41][CH:42]1[CH2:47][CH2:46][CH:45]([NH2:48])[CH2:44][CH2:43]1.